From a dataset of Reaction yield outcomes from USPTO patents with 853,638 reactions. Predict the reaction yield, written as a fraction of the theoretical maximum amount of product (1.0 means a 100% yield; for example, 0.34 means a 34% yield). (1) The reactants are [Cl:1][C:2]1[CH:7]=[CH:6][CH:5]=[C:4]([Cl:8])[C:3]=1[C:9]1[C:13]([CH2:14][O:15][C:16]2[N:21]=[C:20]([C:22]([F:25])([F:24])[F:23])[C:19]([NH2:26])=[CH:18][CH:17]=2)=[C:12]([CH:27]([CH3:29])[CH3:28])[O:11][N:10]=1.C(N(CC)CC)C.[CH3:37][O:38][C:39](=[O:49])[C:40]1[CH:45]=[CH:44][CH:43]=[C:42]([C:46](Cl)=[O:47])[CH:41]=1. The catalyst is C(Cl)Cl. The product is [CH3:37][O:38][C:39](=[O:49])[C:40]1[CH:45]=[CH:44][CH:43]=[C:42]([C:46]([NH:26][C:19]2[C:20]([C:22]([F:25])([F:23])[F:24])=[N:21][C:16]([O:15][CH2:14][C:13]3[C:9]([C:3]4[C:2]([Cl:1])=[CH:7][CH:6]=[CH:5][C:4]=4[Cl:8])=[N:10][O:11][C:12]=3[CH:27]([CH3:29])[CH3:28])=[CH:17][CH:18]=2)=[O:47])[CH:41]=1. The yield is 0.740. (2) The reactants are [CH2:1]([C:3]1[N:4]=[N+:5]([O-:25])[C:6]2[CH:15]=[C:14]3[C:10]([CH2:11][CH:12]([CH2:16][CH2:17][O:18]C4CCCCO4)[CH2:13]3)=[CH:9][C:7]=2[N:8]=1)[CH3:2]. The catalyst is CS(O)(=O)=O.CO. The product is [CH2:1]([C:3]1[N:4]=[N+:5]([O-:25])[C:6]2[CH:15]=[C:14]3[C:10]([CH2:11][CH:12]([CH2:16][CH2:17][OH:18])[CH2:13]3)=[CH:9][C:7]=2[N:8]=1)[CH3:2]. The yield is 0.940.